This data is from Merck oncology drug combination screen with 23,052 pairs across 39 cell lines. The task is: Regression. Given two drug SMILES strings and cell line genomic features, predict the synergy score measuring deviation from expected non-interaction effect. (1) Drug 1: CCC1=CC2CN(C1)Cc1c([nH]c3ccccc13)C(C(=O)OC)(c1cc3c(cc1OC)N(C)C1C(O)(C(=O)OC)C(OC(C)=O)C4(CC)C=CCN5CCC31C54)C2. Drug 2: CC1(c2nc3c(C(N)=O)cccc3[nH]2)CCCN1. Cell line: HT144. Synergy scores: synergy=-3.37. (2) Drug 1: O=C(O)C1(Cc2cccc(Nc3nccs3)n2)CCC(Oc2cccc(Cl)c2F)CC1. Drug 2: CCc1cnn2c(NCc3ccc[n+]([O-])c3)cc(N3CCCCC3CCO)nc12. Cell line: T47D. Synergy scores: synergy=-12.4.